From a dataset of Catalyst prediction with 721,799 reactions and 888 catalyst types from USPTO. Predict which catalyst facilitates the given reaction. (1) Reactant: [Cl:1][C:2]1[CH:3]=[C:4]([C:9]2([C:26]([F:29])([F:28])[F:27])[O:13][N:12]=[C:11]([C:14]3[S:18][C:17]([C:19](O)=[O:20])=[C:16]4[CH2:22][CH2:23][CH2:24][CH2:25][C:15]=34)[CH2:10]2)[CH:5]=[C:6]([Cl:8])[CH:7]=1.C(Cl)(=O)C([Cl:33])=O. Product: [Cl:1][C:2]1[CH:3]=[C:4]([C:9]2([C:26]([F:28])([F:29])[F:27])[O:13][N:12]=[C:11]([C:14]3[S:18][C:17]([C:19]([Cl:33])=[O:20])=[C:16]4[CH2:22][CH2:23][CH2:24][CH2:25][C:15]=34)[CH2:10]2)[CH:5]=[C:6]([Cl:8])[CH:7]=1. The catalyst class is: 3. (2) Reactant: [CH3:1][O:2][C:3]1[CH:4]=[C:5]([CH:20]=[CH:21][CH:22]=1)[CH2:6][O:7][C:8]1[CH:16]=[CH:15][CH:14]=[C:10]([C:11]([OH:13])=O)[C:9]=1[C:17]([OH:19])=O.Cl.[NH2:24][CH:25]1[CH2:31][CH2:30][C:29](=[O:32])[NH:28][C:26]1=[O:27]. Product: [O:27]=[C:26]1[CH:25]([N:24]2[C:17](=[O:19])[C:9]3[C:10](=[CH:14][CH:15]=[CH:16][C:8]=3[O:7][CH2:6][C:5]3[CH:20]=[CH:21][CH:22]=[C:3]([O:2][CH3:1])[CH:4]=3)[C:11]2=[O:13])[CH2:31][CH2:30][C:29](=[O:32])[NH:28]1. The catalyst class is: 17. (3) Reactant: C(NC(C)C)(C)C.C([Li])CCC.[CH2:13]([N:19]1[C:27]2[C:22](=[CH:23][CH:24]=[CH:25][CH:26]=2)[CH:21]([C:28]2[C:36]([OH:37])=[CH:35][C:31]3[O:32][CH2:33][O:34][C:30]=3[CH:29]=2)[C:20]1=[O:38])[CH2:14][CH2:15][CH2:16][CH2:17][CH3:18].Br[CH2:40][C:41]([O:43][CH2:44][CH3:45])=[O:42]. Product: [CH2:44]([O:43][C:41](=[O:42])[CH2:40][C:21]1([C:28]2[C:36]([OH:37])=[CH:35][C:31]3[O:32][CH2:33][O:34][C:30]=3[CH:29]=2)[C:22]2[C:27](=[CH:26][CH:25]=[CH:24][CH:23]=2)[N:19]([CH2:13][CH2:14][CH2:15][CH2:16][CH2:17][CH3:18])[C:20]1=[O:38])[CH3:45]. The catalyst class is: 1. (4) Reactant: [H-].[Na+].[C:3]([O:7][C:8](=[O:30])[NH:9][CH2:10][CH:11]1[C:20]2[C:15](=[C:16]([O:21][C:22]3[CH:27]=[CH:26][C:25]([C:28]#[N:29])=[CH:24][N:23]=3)[CH:17]=[CH:18][CH:19]=2)[CH2:14][CH2:13][CH2:12]1)([CH3:6])([CH3:5])[CH3:4].CN(C=O)C.Br[CH2:37][CH2:38][CH2:39][CH:40]([CH3:42])[CH3:41]. Product: [C:3]([O:7][C:8](=[O:30])[N:9]([CH2:10][CH:11]1[C:20]2[C:15](=[C:16]([O:21][C:22]3[CH:27]=[CH:26][C:25]([C:28]#[N:29])=[CH:24][N:23]=3)[CH:17]=[CH:18][CH:19]=2)[CH2:14][CH2:13][CH2:12]1)[CH2:37][CH2:38][CH2:39][CH:40]([CH3:42])[CH3:41])([CH3:6])([CH3:4])[CH3:5]. The catalyst class is: 6. (5) Reactant: B.O1CCCC1.[O:7]1[CH2:12][CH2:11][N:10]([C:13]2[CH:14]=[C:15]([C:20]3[CH:33]=[CH:32][CH:31]=[C:30]4[C:21]=3[O:22][C:23]3[CH:24]=[CH:25][C:26]([NH:34][CH2:35][C:36]5[CH:37]=[C:38]([NH:42][C:43](=O)[CH3:44])[CH:39]=[N:40][CH:41]=5)=[CH:27][C:28]=3[CH2:29]4)[NH:16][C:17](=[O:19])[CH:18]=2)[CH2:9][CH2:8]1.Cl.C(Cl)(Cl)Cl. Product: [CH2:43]([NH:42][C:38]1[CH:37]=[C:36]([CH2:35][NH:34][C:26]2[CH:27]=[C:28]3[C:23]([O:22][C:21]4[C:20]([C:15]5[NH:16][C:17](=[O:19])[CH:18]=[C:13]([N:10]6[CH2:9][CH2:8][O:7][CH2:12][CH2:11]6)[CH:14]=5)=[CH:33][CH:32]=[CH:31][C:30]=4[CH2:29]3)=[CH:24][CH:25]=2)[CH:41]=[N:40][CH:39]=1)[CH3:44]. The catalyst class is: 7.